This data is from Catalyst prediction with 721,799 reactions and 888 catalyst types from USPTO. The task is: Predict which catalyst facilitates the given reaction. (1) Reactant: [Cl:1][C:2]1[CH:7]=[CH:6][C:5]([N:8]2[C:16]([C:17]([NH:19][CH3:20])=[O:18])=[C:15]3[C:10]([CH:11]=[C:12]([N:24]([S:30]([CH3:33])(=[O:32])=[O:31])[CH2:25][CH2:26][CH2:27][CH:28]=[CH2:29])[C:13]([CH:21]4[CH2:23][CH2:22]4)=[CH:14]3)=[N:9]2)=[CH:4][CH:3]=1.C(O)(=[O:36])C.C1C(=O)N(Br)C(=O)C1.[OH-].[Na+]. Product: [Cl:1][C:2]1[CH:7]=[CH:6][C:5]([N:8]2[C:16]([C:17]([NH:19][CH3:20])=[O:18])=[C:15]3[C:10]([CH:11]=[C:12]([N:24]([S:30]([CH3:33])(=[O:32])=[O:31])[CH2:25][CH2:26][CH2:27][CH:28]4[CH2:29][O:36]4)[C:13]([CH:21]4[CH2:23][CH2:22]4)=[CH:14]3)=[N:9]2)=[CH:4][CH:3]=1. The catalyst class is: 38. (2) Reactant: [CH2:1]([O:3][C:4]([N:6]1[CH2:12][CH2:11][C:10]2[CH:13]=[C:14]([O:18][CH2:19][CH2:20][C:21]([OH:23])=O)[C:15]([I:17])=[CH:16][C:9]=2[CH2:8][CH2:7]1)=[O:5])[CH3:2].C(Cl)(=O)C(Cl)=O.[Cl-].[Al+3].[Cl-].[Cl-]. Product: [CH2:1]([O:3][C:4]([N:6]1[CH2:12][CH2:11][C:10]2[C:13]3[C:21](=[O:23])[CH2:20][CH2:19][O:18][C:14]=3[C:15]([I:17])=[CH:16][C:9]=2[CH2:8][CH2:7]1)=[O:5])[CH3:2]. The catalyst class is: 59. (3) Reactant: C(OC([O:6][CH:7]1[CH2:19][CH2:18][C:17]([O:21]C(OCC)C)([CH3:20])[CH:16]([OH:27])[CH:15]=[CH:14][CH:13]([CH3:28])[CH:12](/[C:29](/[CH3:50])=[CH:30]/[CH:31]=[CH:32]/[CH:33]([CH3:49])[CH2:34][CH:35]2[O:48][CH:36]2[CH:37]([CH3:47])[CH:38]([O:41]C(OCC)C)[CH2:39][CH3:40])[O:11][C:9](=[O:10])[CH2:8]1)C)C.CC(OI1(OC(C)=O)(OC(C)=O)OC(=O)C2C=CC=CC1=2)=O.S([O-])([O-])(=O)=S.[Na+].[Na+].C1(C)C=CC(S([O-])(=O)=O)=CC=1.[NH+]1C=CC=CC=1. Product: [OH:6][CH:7]1[CH2:19][CH2:18][C:17]([OH:21])([CH3:20])[C:16](=[O:27])[CH:15]=[CH:14][CH:13]([CH3:28])[CH:12](/[C:29](/[CH3:50])=[CH:30]/[CH:31]=[CH:32]/[CH:33]([CH3:49])[CH2:34][CH:35]2[O:48][CH:36]2[CH:37]([CH3:47])[CH:38]([OH:41])[CH2:39][CH3:40])[O:11][C:9](=[O:10])[CH2:8]1. The catalyst class is: 789.